Dataset: NCI-60 drug combinations with 297,098 pairs across 59 cell lines. Task: Regression. Given two drug SMILES strings and cell line genomic features, predict the synergy score measuring deviation from expected non-interaction effect. (1) Drug 1: CCCCCOC(=O)NC1=NC(=O)N(C=C1F)C2C(C(C(O2)C)O)O. Drug 2: C1C(C(OC1N2C=NC(=NC2=O)N)CO)O. Cell line: SK-MEL-5. Synergy scores: CSS=2.26, Synergy_ZIP=-0.575, Synergy_Bliss=-1.97, Synergy_Loewe=-14.3, Synergy_HSA=-1.48. (2) Drug 1: CC1=CC2C(CCC3(C2CCC3(C(=O)C)OC(=O)C)C)C4(C1=CC(=O)CC4)C. Drug 2: CC(C)NC(=O)C1=CC=C(C=C1)CNNC.Cl. Cell line: NCI-H522. Synergy scores: CSS=-2.09, Synergy_ZIP=0.517, Synergy_Bliss=-0.736, Synergy_Loewe=-2.18, Synergy_HSA=-2.14. (3) Drug 1: CC(C)(C#N)C1=CC(=CC(=C1)CN2C=NC=N2)C(C)(C)C#N. Drug 2: C1=NNC2=C1C(=O)NC=N2. Cell line: NCI/ADR-RES. Synergy scores: CSS=3.49, Synergy_ZIP=1.20, Synergy_Bliss=3.98, Synergy_Loewe=1.89, Synergy_HSA=0.735. (4) Drug 1: CCC(=C(C1=CC=CC=C1)C2=CC=C(C=C2)OCCN(C)C)C3=CC=CC=C3.C(C(=O)O)C(CC(=O)O)(C(=O)O)O. Drug 2: COC1=C2C(=CC3=C1OC=C3)C=CC(=O)O2. Cell line: K-562. Synergy scores: CSS=1.04, Synergy_ZIP=-2.35, Synergy_Bliss=-7.06, Synergy_Loewe=-1.66, Synergy_HSA=-4.68. (5) Drug 1: CN1CCC(CC1)COC2=C(C=C3C(=C2)N=CN=C3NC4=C(C=C(C=C4)Br)F)OC. Drug 2: CC12CCC(CC1=CCC3C2CCC4(C3CC=C4C5=CN=CC=C5)C)O. Cell line: CCRF-CEM. Synergy scores: CSS=6.55, Synergy_ZIP=-0.886, Synergy_Bliss=3.10, Synergy_Loewe=2.34, Synergy_HSA=2.35. (6) Cell line: HL-60(TB). Synergy scores: CSS=53.9, Synergy_ZIP=-7.17, Synergy_Bliss=-9.23, Synergy_Loewe=-24.1, Synergy_HSA=-4.07. Drug 2: CC1C(C(CC(O1)OC2CC(CC3=C2C(=C4C(=C3O)C(=O)C5=C(C4=O)C(=CC=C5)OC)O)(C(=O)CO)O)N)O.Cl. Drug 1: C1=CN(C=N1)CC(O)(P(=O)(O)O)P(=O)(O)O. (7) Drug 1: CCC1=CC2CC(C3=C(CN(C2)C1)C4=CC=CC=C4N3)(C5=C(C=C6C(=C5)C78CCN9C7C(C=CC9)(C(C(C8N6C)(C(=O)OC)O)OC(=O)C)CC)OC)C(=O)OC.C(C(C(=O)O)O)(C(=O)O)O. Drug 2: CC1=C(N=C(N=C1N)C(CC(=O)N)NCC(C(=O)N)N)C(=O)NC(C(C2=CN=CN2)OC3C(C(C(C(O3)CO)O)O)OC4C(C(C(C(O4)CO)O)OC(=O)N)O)C(=O)NC(C)C(C(C)C(=O)NC(C(C)O)C(=O)NCCC5=NC(=CS5)C6=NC(=CS6)C(=O)NCCC[S+](C)C)O. Cell line: M14. Synergy scores: CSS=30.3, Synergy_ZIP=-5.78, Synergy_Bliss=-1.05, Synergy_Loewe=-2.26, Synergy_HSA=0.401. (8) Drug 1: CN(CC1=CN=C2C(=N1)C(=NC(=N2)N)N)C3=CC=C(C=C3)C(=O)NC(CCC(=O)O)C(=O)O. Drug 2: C1=CN(C(=O)N=C1N)C2C(C(C(O2)CO)O)O.Cl. Cell line: MALME-3M. Synergy scores: CSS=20.9, Synergy_ZIP=3.31, Synergy_Bliss=-4.02, Synergy_Loewe=-19.5, Synergy_HSA=-15.3. (9) Drug 1: C1=CC(=C2C(=C1NCCNCCO)C(=O)C3=C(C=CC(=C3C2=O)O)O)NCCNCCO. Drug 2: CC1=C(C(CCC1)(C)C)C=CC(=CC=CC(=CC(=O)O)C)C. Cell line: M14. Synergy scores: CSS=9.78, Synergy_ZIP=1.76, Synergy_Bliss=2.70, Synergy_Loewe=-31.0, Synergy_HSA=1.91. (10) Drug 1: CC1=CC2C(CCC3(C2CCC3(C(=O)C)OC(=O)C)C)C4(C1=CC(=O)CC4)C. Cell line: PC-3. Synergy scores: CSS=2.72, Synergy_ZIP=1.24, Synergy_Bliss=3.40, Synergy_Loewe=-1.49, Synergy_HSA=0.149. Drug 2: CCN(CC)CCNC(=O)C1=C(NC(=C1C)C=C2C3=C(C=CC(=C3)F)NC2=O)C.